Dataset: Full USPTO retrosynthesis dataset with 1.9M reactions from patents (1976-2016). Task: Predict the reactants needed to synthesize the given product. (1) Given the product [Cl:22][C:23]1[CH:24]=[CH:25][C:26]([CH2:29][O:20][C:17]2[CH:18]=[CH:19][N:14]([C:9]3[CH:8]=[CH:7][C:6]4[C:11](=[C:12]([CH3:13])[N:4]([CH:1]5[CH2:2][CH2:3]5)[N:5]=4)[CH:10]=3)[C:15](=[O:21])[CH:16]=2)=[N:27][CH:28]=1, predict the reactants needed to synthesize it. The reactants are: [CH:1]1([N:4]2[C:12]([CH3:13])=[C:11]3[C:6]([CH:7]=[CH:8][C:9]([N:14]4[CH:19]=[CH:18][C:17]([OH:20])=[CH:16][C:15]4=[O:21])=[CH:10]3)=[N:5]2)[CH2:3][CH2:2]1.[Cl:22][C:23]1[CH:24]=[CH:25][C:26]([CH2:29]O)=[N:27][CH:28]=1.CP(C)C. (2) Given the product [CH3:28][N:29]1[CH2:34][CH2:33][N:32]([C:2]2[CH:3]=[C:4]3[C:8](=[C:9]([C:11]([F:14])([F:13])[F:12])[CH:10]=2)[C:7](=[O:15])[N:6]([CH2:16][C:17]2[CH:22]=[CH:21][C:20]([O:23][C:24]([F:27])([F:26])[F:25])=[CH:19][CH:18]=2)[CH2:5]3)[CH2:31][CH2:30]1, predict the reactants needed to synthesize it. The reactants are: Br[C:2]1[CH:3]=[C:4]2[C:8](=[C:9]([C:11]([F:14])([F:13])[F:12])[CH:10]=1)[C:7](=[O:15])[N:6]([CH2:16][C:17]1[CH:22]=[CH:21][C:20]([O:23][C:24]([F:27])([F:26])[F:25])=[CH:19][CH:18]=1)[CH2:5]2.[CH3:28][N:29]1[CH2:34][CH2:33][NH:32][CH2:31][CH2:30]1.N1C2C(=CC=C3C=2N=CC=C3)C=CC=1.CC(C)([O-])C.[Na+]. (3) The reactants are: [F:1][C:2]1([F:39])[C:10]2[C:5](=[CH:6][C:7]([CH2:11][C:12]([NH:14][C@@H:15]([C:23]3[CH:28]=[CH:27][CH:26]=[CH:25][CH:24]=3)[CH2:16][N:17]3[CH2:21][CH2:20][C@H:19]([OH:22])[CH2:18]3)=[O:13])=[CH:8][CH:9]=2)[N:4](CC2C=CC(OC)=CC=2)[C:3]1=[O:38].O. Given the product [F:39][C:2]1([F:1])[C:10]2[C:5](=[CH:6][C:7]([CH2:11][C:12]([NH:14][C@@H:15]([C:23]3[CH:28]=[CH:27][CH:26]=[CH:25][CH:24]=3)[CH2:16][N:17]3[CH2:21][CH2:20][C@H:19]([OH:22])[CH2:18]3)=[O:13])=[CH:8][CH:9]=2)[NH:4][C:3]1=[O:38], predict the reactants needed to synthesize it. (4) Given the product [CH:1]1([N:4]2[CH:8]=[C:7]([NH2:9])[N:6]=[CH:5]2)[CH2:3][CH2:2]1, predict the reactants needed to synthesize it. The reactants are: [CH:1]1([N:4]2[CH:8]=[C:7]([NH:9]C(=O)OC(C)(C)C)[N:6]=[CH:5]2)[CH2:3][CH2:2]1.Cl. (5) Given the product [CH3:13][O:11][C:10]([C:5]1[C:4]2[CH:3]=[N:2][NH:1][C:9]=2[CH:8]=[CH:7][CH:6]=1)=[O:12], predict the reactants needed to synthesize it. The reactants are: [NH:1]1[C:9]2[CH:8]=[CH:7][CH:6]=[C:5]([C:10]([OH:12])=[O:11])[C:4]=2[CH:3]=[N:2]1.[CH3:13][Si](C=[N+]=[N-])(C)C. (6) Given the product [Cl:22][C:23]1[C:31]([F:32])=[C:30]2[C:26]([C:27]([S:13][C:12]3[C:2]([F:1])=[C:3]([CH:9]=[CH:10][CH:11]=3)[C:4]([O:6][CH2:7][CH3:8])=[O:5])=[C:28]([CH:40]3[CH2:42][CH2:41]3)[N:29]2[C:33]2[CH:34]=[N:35][N:36]([CH2:38][CH3:39])[CH:37]=2)=[CH:25][CH:24]=1, predict the reactants needed to synthesize it. The reactants are: [F:1][C:2]1[C:12]([SH:13])=[CH:11][CH:10]=[CH:9][C:3]=1[C:4]([O:6][CH2:7][CH3:8])=[O:5].C1C(=O)N(Cl)C(=O)C1.[Cl:22][C:23]1[C:31]([F:32])=[C:30]2[C:26]([CH:27]=[C:28]([CH:40]3[CH2:42][CH2:41]3)[N:29]2[C:33]2[CH:34]=[N:35][N:36]([CH2:38][CH3:39])[CH:37]=2)=[CH:25][CH:24]=1. (7) Given the product [C:8]1([N:7]([C:1]2[CH:2]=[CH:3][CH:4]=[CH:5][CH:6]=2)[C:15]2[CH:23]=[CH:22][CH:21]=[CH:20][C:16]=2[C:17]([OH:19])=[O:18])[CH:9]=[CH:10][CH:11]=[CH:12][CH:13]=1, predict the reactants needed to synthesize it. The reactants are: [C:1]1([NH:7][C:8]2[CH:13]=[CH:12][CH:11]=[CH:10][CH:9]=2)[CH:6]=[CH:5][CH:4]=[CH:3][CH:2]=1.F[C:15]1[CH:23]=[CH:22][CH:21]=[CH:20][C:16]=1[C:17]([OH:19])=[O:18].[NH2-].[Li+]. (8) Given the product [CH3:25][C:15]1[CH:20]=[CH:19][C:18]([S:21]([O:13][CH2:12][C@@H:11]([O:10][CH2:9][O:8][CH2:1][C:2]2[CH:7]=[CH:6][CH:5]=[CH:4][CH:3]=2)[CH3:14])(=[O:23])=[O:22])=[CH:17][CH:16]=1, predict the reactants needed to synthesize it. The reactants are: [CH2:1]([O:8][CH2:9][O:10][C@@H:11]([CH3:14])[CH2:12][OH:13])[C:2]1[CH:7]=[CH:6][CH:5]=[CH:4][CH:3]=1.[C:15]1([CH3:25])[CH:20]=[CH:19][C:18]([S:21](Cl)(=[O:23])=[O:22])=[CH:17][CH:16]=1. (9) Given the product [ClH:34].[F:3][C:4]1[CH:9]=[CH:8][C:7]([F:10])=[CH:6][C:5]=1[C@H:11]1[CH2:15][CH2:14][CH2:13][N:12]1[C:16]1[CH:17]=[CH:18][C:19]2[N:20]([C:22]([NH:25][C:26]([N:28]3[CH2:29][CH:30]([CH2:32][OH:33])[CH2:31]3)=[O:27])=[CH:23][N:24]=2)[N:21]=1, predict the reactants needed to synthesize it. The reactants are: CO.[F:3][C:4]1[CH:9]=[CH:8][C:7]([F:10])=[CH:6][C:5]=1[C@H:11]1[CH2:15][CH2:14][CH2:13][N:12]1[C:16]1[CH:17]=[CH:18][C:19]2[N:20]([C:22]([NH:25][C:26]([N:28]3[CH2:31][CH:30]([CH2:32][OH:33])[CH2:29]3)=[O:27])=[CH:23][N:24]=2)[N:21]=1.[ClH:34]. (10) Given the product [Cl:1][C:2]1[CH:3]=[C:4]2[C:10]([I:11])=[N:9][N:8]([C:18]([C:19]3[CH:24]=[CH:23][CH:22]=[CH:21][CH:20]=3)([C:31]3[CH:32]=[CH:33][CH:34]=[CH:35][CH:36]=3)[C:25]3[CH:26]=[CH:27][CH:28]=[CH:29][CH:30]=3)[C:5]2=[N:6][CH:7]=1, predict the reactants needed to synthesize it. The reactants are: [Cl:1][C:2]1[CH:3]=[C:4]2[C:10]([I:11])=[N:9][NH:8][C:5]2=[N:6][CH:7]=1.C([O-])([O-])=O.[Na+].[Na+].[C:18](Cl)([C:31]1[CH:36]=[CH:35][CH:34]=[CH:33][CH:32]=1)([C:25]1[CH:30]=[CH:29][CH:28]=[CH:27][CH:26]=1)[C:19]1[CH:24]=[CH:23][CH:22]=[CH:21][CH:20]=1.